From a dataset of Forward reaction prediction with 1.9M reactions from USPTO patents (1976-2016). Predict the product of the given reaction. (1) Given the reactants [NH2:1][C@H:2]1[CH2:6][CH2:5][N:4]([C@@H:7]([CH3:16])[C:8]([N:10]2[CH2:15][CH2:14][O:13][CH2:12][CH2:11]2)=[O:9])[C:3]1=[O:17].[Cl:18][C:19]1[S:23][C:22]([CH:24]([CH3:30])[CH2:25][S:26](Cl)(=[O:28])=[O:27])=[CH:21][CH:20]=1, predict the reaction product. The product is: [Cl:18][C:19]1[S:23][C:22]([CH:24]([CH3:30])[CH2:25][S:26]([NH:1][C@H:2]2[CH2:6][CH2:5][N:4]([C@@H:7]([CH3:16])[C:8]([N:10]3[CH2:11][CH2:12][O:13][CH2:14][CH2:15]3)=[O:9])[C:3]2=[O:17])(=[O:28])=[O:27])=[CH:21][CH:20]=1. (2) Given the reactants [O:1]=[C:2]1[N:11]([NH:12][S:13]([CH3:16])(=[O:15])=[O:14])[C:10](=[O:17])[C:9]2[C:4](=[CH:5][C:6]([C:23]([F:26])([F:25])[F:24])=[C:7]([N:18]3[CH:22]=[CH:21][CH:20]=[CH:19]3)[CH:8]=2)[NH:3]1.[C:27](Cl)(=[O:31])[CH2:28][CH2:29][CH3:30], predict the reaction product. The product is: [C:27]([N:12]([N:11]1[C:10](=[O:17])[C:9]2[C:4](=[CH:5][C:6]([C:23]([F:25])([F:26])[F:24])=[C:7]([N:18]3[CH:19]=[CH:20][CH:21]=[CH:22]3)[CH:8]=2)[NH:3][C:2]1=[O:1])[S:13]([CH3:16])(=[O:15])=[O:14])(=[O:31])[CH2:28][CH2:29][CH3:30]. (3) Given the reactants Br/[C:2](/[CH:27]=[CH:28]/[C:29]1[C:30]([CH3:47])([CH3:46])[C:31]2[C:32]([N:45]=1)=[N+:33]([CH2:38][CH2:39][CH2:40][S:41]([O-:44])(=[O:43])=[O:42])[CH:34]=[C:35]([Cl:37])[CH:36]=2)=[CH:3]\[CH:4]=[C:5]1\[N:6]([CH2:20][CH2:21][CH2:22][S:23]([O-:26])(=[O:25])=[O:24])[C:7]2[C:12]([C:13]\1([CH3:15])[CH3:14])=[CH:11][C:10]([S:16]([O-:19])(=[O:18])=[O:17])=[CH:9][CH:8]=2.[Na+:48].[Na+].[C:50]([CH2:53][CH2:54][C:55]1[CH:56]=[C:57](B(O)O)[CH:58]=[CH:59][CH:60]=1)([OH:52])=[O:51].C(=O)([O-])[O-].[Cs+].[Cs+], predict the reaction product. The product is: [C:50]([CH2:53][CH2:54][C:55]1[CH:56]=[C:57](/[C:2](/[CH:27]=[CH:28]/[C:29]2[C:30]([CH3:47])([CH3:46])[C:31]3[C:32]([N:45]=2)=[N+:33]([CH2:38][CH2:39][CH2:40][S:41]([O-:44])(=[O:43])=[O:42])[CH:34]=[C:35]([Cl:37])[CH:36]=3)=[CH:3]\[CH:4]=[C:5]2\[N:6]([CH2:20][CH2:21][CH2:22][S:23]([O-:26])(=[O:25])=[O:24])[C:7]3[C:12]([C:13]\2([CH3:15])[CH3:14])=[CH:11][C:10]([S:16]([O-:19])(=[O:17])=[O:18])=[CH:9][CH:8]=3)[CH:58]=[CH:59][CH:60]=1)([OH:52])=[O:51].[Na+:48].[Na+:48]. (4) Given the reactants Cl[CH2:2][CH2:3][NH:4][C:5]([N:7]1[CH:13]([CH3:14])[CH2:12][C:11]2[CH:15]=[C:16]3[O:21][CH2:20][O:19][C:17]3=[CH:18][C:10]=2[C:9]([C:22]2[CH:27]=[CH:26][C:25]([N+:28]([O-:30])=[O:29])=[CH:24][CH:23]=2)=[N:8]1)=[O:6].C(=O)([O-])[O-].[K+].[K+].[I-].[Na+].CN(C)C=O, predict the reaction product. The product is: [O:6]1[CH2:2][CH2:3][N:4]=[C:5]1[N:7]1[CH:13]([CH3:14])[CH2:12][C:11]2[CH:15]=[C:16]3[O:21][CH2:20][O:19][C:17]3=[CH:18][C:10]=2[C:9]([C:22]2[CH:27]=[CH:26][C:25]([N+:28]([O-:30])=[O:29])=[CH:24][CH:23]=2)=[N:8]1. (5) Given the reactants Br[C:2]1[O:14][CH:6]2[C:7]([F:13])([F:12])[C:8]([F:11])([F:10])[O:9][C:5]2=[CH:4][CH:3]=1.CC1(C)C(C)(C)OB([C:23]2[CH:29]=[CH:28][C:26]([NH2:27])=[CH:25][CH:24]=2)O1.[C:31](=O)([O-])[O-].[Cs+].[Cs+], predict the reaction product. The product is: [F:10][C:8]1([F:11])[O:9][C:5]2[CH:4]=[CH:3][C:2]([C:23]3[CH:29]=[CH:28][C:26]([NH2:27])=[CH:25][CH:24]=3)=[CH:31][C:6]=2[O:14][C:7]1([F:13])[F:12]. (6) Given the reactants Cl[C:2]1[CH:7]=[N:6][N:5]([CH3:8])[C:4](=[O:9])[CH:3]=1.[CH3:10][C:11]1[CH:17]=[C:16](B2OC(C)(C)C(C)(C)O2)[CH:15]=[C:14]([CH3:27])[C:12]=1[NH2:13], predict the reaction product. The product is: [NH2:13][C:12]1[C:14]([CH3:27])=[CH:15][C:16]([C:2]2[CH:7]=[N:6][N:5]([CH3:8])[C:4](=[O:9])[CH:3]=2)=[CH:17][C:11]=1[CH3:10]. (7) The product is: [C:1]([NH:32][C:33]1[N:37]([CH:38]2[CH2:43][CH2:42][CH2:41][N:40]([C:44]([O:46][C:47]([CH3:48])([CH3:49])[CH3:50])=[O:45])[CH2:39]2)[C:36]2[CH:51]=[CH:52][CH:53]=[CH:54][C:35]=2[N:34]=1)(=[O:9])[C:2]1[CH:7]=[CH:6][CH:5]=[N:4][CH:3]=1. Given the reactants [C:1]([OH:9])(=O)[C:2]1[CH:7]=[CH:6][CH:5]=[N:4][CH:3]=1.CCN=C=NCCCN(C)C.Cl.C1C=CC2N(O)N=NC=2C=1.[NH:32]=[C:33]1[N:37]([CH:38]2[CH2:43][CH2:42][CH2:41][N:40]([C:44]([O:46][C:47]([CH3:50])([CH3:49])[CH3:48])=[O:45])[CH2:39]2)[C:36]2[CH:51]=[CH:52][CH:53]=[CH:54][C:35]=2[NH:34]1, predict the reaction product. (8) Given the reactants [CH3:1][O:2][C:3](=[O:26])[CH2:4][C@H:5]1[C:9]2[CH:10]=[CH:11][C:12]([O:14][C@H:15]3[C:23]4[C:18](=[C:19]([OH:25])[CH:20]=[CH:21][C:22]=4[F:24])[CH2:17][CH2:16]3)=[CH:13][C:8]=2[O:7][CH2:6]1.[C:27]([NH:30][C:31]1[CH:32]=[C:33](B(O)O)[CH:34]=[CH:35][CH:36]=1)(=[O:29])[CH3:28], predict the reaction product. The product is: [CH3:1][O:2][C:3](=[O:26])[CH2:4][C@H:5]1[C:9]2[CH:10]=[CH:11][C:12]([O:14][C@H:15]3[C:23]4[C:18](=[C:19]([O:25][C:35]5[CH:34]=[CH:33][CH:32]=[C:31]([NH:30][C:27](=[O:29])[CH3:28])[CH:36]=5)[CH:20]=[CH:21][C:22]=4[F:24])[CH2:17][CH2:16]3)=[CH:13][C:8]=2[O:7][CH2:6]1. (9) Given the reactants [NH2:1][C:2]1[C:7]([NH2:8])=[C:6]([CH3:9])[CH:5]=[CH:4][C:3]=1[CH3:10].[CH:11](O)=O.Cl.[OH-].[NH4+], predict the reaction product. The product is: [CH3:9][C:6]1[C:7]2[NH:8][CH:11]=[N:1][C:2]=2[C:3]([CH3:10])=[CH:4][CH:5]=1. (10) Given the reactants C1(C2[C@H]3CC[C@@H](C=2)C(C2C=CC=CC=2)=C3)C=CC=CC=1.[CH3:21][O:22][C:23]1[CH:24]=[C:25](B(O)O)[CH:26]=[CH:27][CH:28]=1.[CH3:32][CH2:33]/[CH:34]=[C:35](/[CH:37]=[O:38])\[CH3:36].CN1CCOCC1, predict the reaction product. The product is: [CH3:21][O:22][C:23]1[CH:24]=[C:25]([C@H:34]([CH2:33][CH3:32])[C@@H:35]([CH3:36])[CH:37]=[O:38])[CH:26]=[CH:27][CH:28]=1.